From a dataset of Forward reaction prediction with 1.9M reactions from USPTO patents (1976-2016). Predict the product of the given reaction. (1) Given the reactants [P:1]([O-:50])([O-:49])([O:3][C:4](C(C)(C)C)(C(C)(C)C)[O:5][C:6]1[CH:11]=[CH:10][C:9]([C:12]2[C:21](=[O:22])[C:20]3[C:15](=[CH:16][C:17]([O:23][CH2:24][C:25]4[N:26]=[C:27]([C:30]5[CH:35]=[C:34]([F:36])[CH:33]=[C:32]([C:37]([F:40])([F:39])[F:38])[CH:31]=5)[O:28][CH:29]=4)=[CH:18][CH:19]=3)[O:14][CH:13]=2)=[CH:8][CH:7]=1)=[O:2].FC(F)(F)C(O)=O, predict the reaction product. The product is: [P:1]([OH:49])([OH:50])([O:3][CH2:4][O:5][C:6]1[CH:11]=[CH:10][C:9]([C:12]2[C:21](=[O:22])[C:20]3[C:15](=[CH:16][C:17]([O:23][CH2:24][C:25]4[N:26]=[C:27]([C:30]5[CH:35]=[C:34]([F:36])[CH:33]=[C:32]([C:37]([F:40])([F:39])[F:38])[CH:31]=5)[O:28][CH:29]=4)=[CH:18][CH:19]=3)[O:14][CH:13]=2)=[CH:8][CH:7]=1)=[O:2]. (2) Given the reactants CO[C:3]1[CH:12]=[CH:11]C2[C:5](=[CH:6]C=CC=2)[C:4]=1[O:13]C.[O:15]=[N+]([O-])[O-].[O-][N+](=O)[O-].[O-][N+](=O)[O-].[O-][N+](=O)[O-].[O-][N+](=O)[O-].[O-][N+](=O)[O-].[Ce+4].[NH4+].[NH4+], predict the reaction product. The product is: [C:4]([O-:13])(=[O:15])[CH3:5].[CH3:11][CH2:12][CH2:3][CH2:4][CH2:5][CH3:6]. (3) Given the reactants [CH2:1]([OH:13])[CH2:2][O:3][CH2:4][CH2:5][O:6][CH2:7][CH2:8][O:9][CH2:10][CH2:11][OH:12].N1C=CN=C1.[CH3:19][C:20]([Si:23](Cl)([C:30]1[CH:35]=[CH:34][CH:33]=[CH:32][CH:31]=1)[C:24]1[CH:29]=[CH:28][CH:27]=[CH:26][CH:25]=1)([CH3:22])[CH3:21], predict the reaction product. The product is: [Si:23]([O:12][CH2:11][CH2:10][O:9][CH2:8][CH2:7][O:6][CH2:5][CH2:4][O:3][CH2:2][CH2:1][OH:13])([C:20]([CH3:22])([CH3:21])[CH3:19])([C:30]1[CH:31]=[CH:32][CH:33]=[CH:34][CH:35]=1)[C:24]1[CH:29]=[CH:28][CH:27]=[CH:26][CH:25]=1.